From a dataset of Retrosynthesis with 50K atom-mapped reactions and 10 reaction types from USPTO. Predict the reactants needed to synthesize the given product. Given the product CC(c1ccccc1)N1CCN(CC(=O)N2c3ccccc3C(=O)Nc3cccnc32)CC1, predict the reactants needed to synthesize it. The reactants are: CC(c1ccccc1)N1CCNCC1.O=C1Nc2cccnc2N(C(=O)CCl)c2ccccc21.